This data is from Reaction yield outcomes from USPTO patents with 853,638 reactions. The task is: Predict the reaction yield, written as a fraction of the theoretical maximum amount of product (1.0 means a 100% yield; for example, 0.34 means a 34% yield). (1) The reactants are [F:1][C:2]1[CH:7]=[CH:6][CH:5]=[CH:4][C:3]=1[O:8][C:9]1[CH:14]=[CH:13][C:12]([N+:15]([O-])=O)=[CH:11][CH:10]=1.[NH4+].[Cl-]. The catalyst is CO.O.[Fe]. The product is [F:1][C:2]1[CH:7]=[CH:6][CH:5]=[CH:4][C:3]=1[O:8][C:9]1[CH:14]=[CH:13][C:12]([NH2:15])=[CH:11][CH:10]=1. The yield is 0.730. (2) The reactants are [CH3:1][O:2][C:3]1[CH:33]=[CH:32][C:6]([C:7]([NH:9][C:10]2[C:11]([NH:16][C:17]([CH:19]3[CH2:24][CH2:23][N:22](CC4C=CC=CC=4)[CH2:21][CH2:20]3)=[O:18])=[CH:12][CH:13]=[CH:14][CH:15]=2)=[O:8])=[CH:5][CH:4]=1.Cl. The catalyst is C(O)C. The product is [CH3:1][O:2][C:3]1[CH:4]=[CH:5][C:6]([C:7]([NH:9][C:10]2[C:11]([NH:16][C:17]([CH:19]3[CH2:20][CH2:21][NH:22][CH2:23][CH2:24]3)=[O:18])=[CH:12][CH:13]=[CH:14][CH:15]=2)=[O:8])=[CH:32][CH:33]=1. The yield is 0.810.